This data is from Full USPTO retrosynthesis dataset with 1.9M reactions from patents (1976-2016). The task is: Predict the reactants needed to synthesize the given product. (1) The reactants are: [ClH:1].[NH:2]([C:4](=[O:23])[CH2:5][NH:6][C:7](=[O:22])[C:8]1[CH:13]=[CH:12][C:11]([N:14]2[CH:18]=[C:17]([CH3:19])[N:16]=[CH:15]2)=[C:10]([O:20][CH3:21])[CH:9]=1)[NH2:3].CO[C:26]1[CH:27]=[C:28]([CH:44]=[CH:45][C:46]=1N1C=C(C)N=C1)[C:29](NCC(NNC(OC(C)(C)C)=O)=O)=O.Cl. Given the product [Cl:1][C:26]1[CH:27]=[C:28]([C:29]2[O:23][C:4]([CH2:5][NH:6][C:7](=[O:22])[C:8]3[CH:13]=[CH:12][C:11]([N:14]4[CH:18]=[C:17]([CH3:19])[N:16]=[CH:15]4)=[C:10]([O:20][CH3:21])[CH:9]=3)=[N:2][N:3]=2)[CH:44]=[CH:45][CH:46]=1, predict the reactants needed to synthesize it. (2) Given the product [O:1]=[C:2]1[C:11]2[N:10]=[CH:9][C:8]([NH:12][C:13](=[O:15])[CH3:14])=[CH:7][C:6]=2[CH2:5][CH2:4][CH2:3]1, predict the reactants needed to synthesize it. The reactants are: [OH:1][CH:2]1[C:11]2[N:10]=[CH:9][C:8]([NH:12][C:13](=[O:15])[CH3:14])=[CH:7][C:6]=2[CH2:5][CH2:4][CH2:3]1. (3) Given the product [CH3:1][C:2]1[O:3][CH:4]=[C:5]([C:7]([Cl:13])=[O:9])[N:6]=1, predict the reactants needed to synthesize it. The reactants are: [CH3:1][C:2]1[O:3][CH:4]=[C:5]([C:7]([OH:9])=O)[N:6]=1.C(Cl)(=O)C([Cl:13])=O.